Dataset: Reaction yield outcomes from USPTO patents with 853,638 reactions. Task: Predict the reaction yield, written as a fraction of the theoretical maximum amount of product (1.0 means a 100% yield; for example, 0.34 means a 34% yield). (1) The reactants are [Cl:1][C:2]1[CH:3]=[C:4]([C:8]2[C:12]([CH2:13][O:14][C:15]3[CH:23]=[CH:22][C:18]([C:19]([OH:21])=O)=[CH:17][N:16]=3)=[C:11]([CH3:24])[O:10][N:9]=2)[CH:5]=[CH:6][CH:7]=1.F[B-](F)(F)F.N1(OC(N(C)C)=[N+](C)C)C2C=CC=CC=2N=N1.C(N(CC)C(C)C)(C)C.[F:56][C:57]([F:61])([F:60])[CH2:58][NH2:59]. The catalyst is CN(C=O)C. The product is [Cl:1][C:2]1[CH:3]=[C:4]([C:8]2[C:12]([CH2:13][O:14][C:15]3[CH:23]=[CH:22][C:18]([C:19]([NH:59][CH2:58][C:57]([F:61])([F:60])[F:56])=[O:21])=[CH:17][N:16]=3)=[C:11]([CH3:24])[O:10][N:9]=2)[CH:5]=[CH:6][CH:7]=1. The yield is 0.350. (2) The reactants are [NH2:1][C@H:2]1[CH2:6][CH2:5][N:4]([C:7]2[N:12]=[CH:11][C:10]([N:13]([CH3:33])[C:14](=[O:32])[C:15]([C:18]3[CH:23]=[C:22]([C:24]([F:27])([F:26])[F:25])[CH:21]=[C:20]([C:28]([F:31])([F:30])[F:29])[CH:19]=3)([CH3:17])[CH3:16])=[C:9]([C:34]3[CH:39]=[CH:38][C:37]([F:40])=[CH:36][C:35]=3[CH3:41])[CH:8]=2)[CH2:3]1.C(N(CC)C(C)C)(C)C.[CH3:51][S:52](Cl)(=[O:54])=[O:53]. The catalyst is ClCCl.CN(C1C=CN=CC=1)C. The product is [F:27][C:24]([F:25])([F:26])[C:22]1[CH:23]=[C:18]([C:15]([CH3:16])([CH3:17])[C:14]([N:13]([C:10]2[CH:11]=[N:12][C:7]([N:4]3[CH2:5][CH2:6][C@H:2]([NH:1][S:52]([CH3:51])(=[O:54])=[O:53])[CH2:3]3)=[CH:8][C:9]=2[C:34]2[CH:39]=[CH:38][C:37]([F:40])=[CH:36][C:35]=2[CH3:41])[CH3:33])=[O:32])[CH:19]=[C:20]([C:28]([F:29])([F:30])[F:31])[CH:21]=1. The yield is 0.810. (3) The reactants are [CH3:1][S:2]([O:5]S(C)(=O)=O)(=O)=[O:3].[NH2:10][C:11]1[CH:19]=[C:18]2[C:14]([CH:15]=[C:16]([C:27]([O:29][CH2:30][CH3:31])=[O:28])[N:17]2[C:20]([O:22][C:23]([CH3:26])([CH3:25])[CH3:24])=[O:21])=[CH:13][CH:12]=1.N1C=CC=CC=1. The catalyst is ClCCl. The product is [CH3:1][S:2]([NH:10][C:11]1[CH:19]=[C:18]2[C:14]([CH:15]=[C:16]([C:27]([O:29][CH2:30][CH3:31])=[O:28])[N:17]2[C:20]([O:22][C:23]([CH3:26])([CH3:25])[CH3:24])=[O:21])=[CH:13][CH:12]=1)(=[O:5])=[O:3]. The yield is 0.940. (4) The reactants are [N:1]1[CH:6]=[CH:5][C:4]([CH:7]([CH3:13])[C:8](OCC)=[O:9])=[CH:3][CH:2]=1.[NH3:14]. No catalyst specified. The product is [N:1]1[CH:6]=[CH:5][C:4]([CH:7]([CH3:13])[C:8]([NH2:14])=[O:9])=[CH:3][CH:2]=1. The yield is 0.388. (5) The reactants are Cl[C:2]1[C:11]2[C:6](=[CH:7][C:8]([Cl:12])=[CH:9][CH:10]=2)[N:5]=[CH:4][CH:3]=1.N[CH2:14][CH2:15][CH2:16][C:17]([OH:19])=[O:18].C1(O)C=CC=CC=1. No catalyst specified. The product is [Cl:12][C:8]1[CH:7]=[C:6]2[C:11]([C:2]([CH2:14][CH2:15][CH2:16][C:17]([OH:19])=[O:18])=[CH:3][CH:4]=[N:5]2)=[CH:10][CH:9]=1. The yield is 0.820. (6) The reactants are [Br:1][C:2]1[C:10]2[C:9]([Cl:11])=[N:8][CH:7]=[N:6][C:5]=2[NH:4][CH:3]=1.[H-].[Na+].[C:14]1([S:20](Cl)(=[O:22])=[O:21])[CH:19]=[CH:18][CH:17]=[CH:16][CH:15]=1.O. The catalyst is CN(C=O)C. The product is [C:14]1([S:20]([N:4]2[C:5]3[N:6]=[CH:7][N:8]=[C:9]([Cl:11])[C:10]=3[C:2]([Br:1])=[CH:3]2)(=[O:22])=[O:21])[CH:19]=[CH:18][CH:17]=[CH:16][CH:15]=1. The yield is 1.00. (7) The reactants are [F:1][C:2]1[C:8]([O:9][CH3:10])=[C:7]([O:11][CH3:12])[CH:6]=[CH:5][C:3]=1[NH2:4].C(O[CH:16]=[C:17]([C:23]([O:25][CH2:26][CH3:27])=[O:24])[C:18]([O:20][CH2:21][CH3:22])=[O:19])C. The catalyst is C(O)C. The product is [F:1][C:2]1[C:8]([O:9][CH3:10])=[C:7]([O:11][CH3:12])[CH:6]=[CH:5][C:3]=1[NH:4][CH:16]=[C:17]([C:18]([O:20][CH2:21][CH3:22])=[O:19])[C:23]([O:25][CH2:26][CH3:27])=[O:24]. The yield is 0.930. (8) The reactants are [NH2:1][C@H:2]([C:5]([OH:7])=[O:6])[CH2:3][OH:4].C(=O)([O-])[O-].[K+].[K+].[CH3:14][C:15]1[CH:23]=[CH:22][C:18]([C:19](Cl)=[O:20])=[CH:17][CH:16]=1.Cl. The catalyst is O1CCCC1.O. The product is [CH3:14][C:15]1[CH:23]=[CH:22][C:18]([C:19]([NH:1][C@H:2]([C:5]([OH:7])=[O:6])[CH2:3][OH:4])=[O:20])=[CH:17][CH:16]=1. The yield is 0.647. (9) The reactants are [N:1]1([C:7]2[C:8]3[CH:31]=[CH:30][N:29]([CH2:32][CH:33]=O)[C:9]=3[N:10]=[C:11]([C:13]3[CH:18]=[CH:17][C:16]([NH:19][C:20]([NH:22][C:23]4[CH:28]=[CH:27][N:26]=[CH:25][CH:24]=4)=[O:21])=[CH:15][CH:14]=3)[N:12]=2)[CH2:6][CH2:5][O:4][CH2:3][CH2:2]1.[NH:35]1[CH2:40][CH2:39][CH2:38][CH2:37][CH2:36]1. No catalyst specified. The product is [N:1]1([C:7]2[C:8]3[CH:31]=[CH:30][N:29]([CH2:32][CH2:33][N:35]4[CH2:40][CH2:39][CH2:38][CH2:37][CH2:36]4)[C:9]=3[N:10]=[C:11]([C:13]3[CH:18]=[CH:17][C:16]([NH:19][C:20]([NH:22][C:23]4[CH:24]=[CH:25][N:26]=[CH:27][CH:28]=4)=[O:21])=[CH:15][CH:14]=3)[N:12]=2)[CH2:6][CH2:5][O:4][CH2:3][CH2:2]1. The yield is 0.270.